From a dataset of Reaction yield outcomes from USPTO patents with 853,638 reactions. Predict the reaction yield, written as a fraction of the theoretical maximum amount of product (1.0 means a 100% yield; for example, 0.34 means a 34% yield). (1) The reactants are [F:1][CH:2]([F:30])[C:3]1[C:11]2[C:6](=[CH:7][C:8]([F:12])=[CH:9][CH:10]=2)[N:5]([S:13]([C:16]2[CH:21]=[CH:20][C:19]([O:22][CH3:23])=[C:18]([N:24]3[CH2:29][CH2:28][NH:27][CH2:26][CH2:25]3)[CH:17]=2)(=[O:15])=[O:14])[CH:4]=1.C([BH3-])#N.[Na+].[CH:35](=O)[C:36]([CH3:39])([CH3:38])[CH3:37]. The catalyst is CO. The product is [F:30][CH:2]([F:1])[C:3]1[C:11]2[C:6](=[CH:7][C:8]([F:12])=[CH:9][CH:10]=2)[N:5]([S:13]([C:16]2[CH:21]=[CH:20][C:19]([O:22][CH3:23])=[C:18]([N:24]3[CH2:29][CH2:28][N:27]([CH2:35][C:36]([CH3:39])([CH3:38])[CH3:37])[CH2:26][CH2:25]3)[CH:17]=2)(=[O:15])=[O:14])[CH:4]=1. The yield is 0.870. (2) The reactants are [F:1][C:2]1[CH:7]=[CH:6][C:5]([C:8]2[N:9]=[C:10]([C:13]3([CH2:21][NH2:22])[CH2:18][CH2:17][O:16][C:15]([CH3:20])([CH3:19])[CH2:14]3)[S:11][CH:12]=2)=[CH:4][CH:3]=1.[F:23][C:24]([F:40])([F:39])[C:25]1[O:29][N:28]=[C:27]([C:30]2[CH:31]=[C:32]([CH:36]=[CH:37][CH:38]=2)[C:33](O)=[O:34])[N:26]=1. The product is [F:1][C:2]1[CH:7]=[CH:6][C:5]([C:8]2[N:9]=[C:10]([C:13]3([CH2:21][NH:22][C:33](=[O:34])[C:32]4[CH:36]=[CH:37][CH:38]=[C:30]([C:27]5[N:26]=[C:25]([C:24]([F:40])([F:39])[F:23])[O:29][N:28]=5)[CH:31]=4)[CH2:18][CH2:17][O:16][C:15]([CH3:19])([CH3:20])[CH2:14]3)[S:11][CH:12]=2)=[CH:4][CH:3]=1. No catalyst specified. The yield is 0.170. (3) The reactants are [Cl:1][C:2]1[C:7](/[C:8](/O)=[CH:9]\[C:10]2[CH:15]=[CH:14][N:13]=[C:12]([Cl:16])[N:11]=2)=[CH:6][CH:5]=[CH:4][C:3]=1[NH:18][S:19]([C:22]1[C:27]([F:28])=[CH:26][CH:25]=[CH:24][C:23]=1[F:29])(=[O:21])=[O:20].[N:30]1([C:36](=[S:38])[NH2:37])[CH2:35][CH2:34][O:33][CH2:32][CH2:31]1. No catalyst specified. The product is [Cl:1][C:2]1[C:7]([C:8]2[N:37]=[C:36]([N:30]3[CH2:35][CH2:34][O:33][CH2:32][CH2:31]3)[S:38][C:9]=2[C:10]2[CH:15]=[CH:14][N:13]=[C:12]([Cl:16])[N:11]=2)=[CH:6][CH:5]=[CH:4][C:3]=1[NH:18][S:19]([C:22]1[C:27]([F:28])=[CH:26][CH:25]=[CH:24][C:23]=1[F:29])(=[O:21])=[O:20]. The yield is 0.480. (4) The reactants are [Br:1][C:2]1[CH:7]=[CH:6][C:5]([O:8][CH3:9])=[CH:4][C:3]=1[CH2:10]Br.[F:12][C:13]([F:23])([F:22])[C:14]1[CH:21]=[CH:20][C:17]([CH2:18][NH2:19])=[CH:16][CH:15]=1.C(N(CC)CC)C. The catalyst is CS(C)=O.C1COCC1. The product is [F:12][C:13]([F:22])([F:23])[C:14]1[CH:21]=[CH:20][C:17]([CH2:18][NH:19][CH2:10][C:3]2[CH:4]=[C:5]([O:8][CH3:9])[CH:6]=[CH:7][C:2]=2[Br:1])=[CH:16][CH:15]=1. The yield is 0.730. (5) The reactants are [CH2:1]([CH:3]([CH2:34][CH3:35])[CH:4]([NH:16][C:17]1[CH:22]=[CH:21][C:20]([C:23]([N:25]([CH3:33])[CH2:26][CH2:27][C:28]([O:30]CC)=[O:29])=[O:24])=[CH:19][CH:18]=1)[C:5]1[O:6][C:7]2[CH:14]=[CH:13][C:12]([F:15])=[CH:11][C:8]=2[C:9]=1[CH3:10])[CH3:2].[OH-].[Na+]. The catalyst is CCCCCC.C(O)C.C(O)C.O1CCCC1. The product is [CH2:34]([CH:3]([CH2:1][CH3:2])[CH:4]([NH:16][C:17]1[CH:22]=[CH:21][C:20]([C:23]([N:25]([CH3:33])[CH2:26][CH2:27][C:28]([OH:30])=[O:29])=[O:24])=[CH:19][CH:18]=1)[C:5]1[O:6][C:7]2[CH:14]=[CH:13][C:12]([F:15])=[CH:11][C:8]=2[C:9]=1[CH3:10])[CH3:35]. The yield is 0.860. (6) The reactants are [Cl:1][C:2]1[CH:3]=[C:4]([NH:9][C:10]([C:13]2[N:14]=[N:15][S:16][C:17]=2[CH2:18][O:19][Si:20]([CH:27]([CH3:29])[CH3:28])([CH:24]([CH3:26])[CH3:25])[CH:21]([CH3:23])[CH3:22])=[N:11][OH:12])[CH:5]=[CH:6][C:7]=1[F:8].C1N=CN([C:35](N2C=NC=C2)=[O:36])C=1. The catalyst is C1COCC1. The product is [Cl:1][C:2]1[CH:3]=[C:4]([N:9]2[C:35](=[O:36])[O:12][N:11]=[C:10]2[C:13]2[N:14]=[N:15][S:16][C:17]=2[CH2:18][O:19][Si:20]([CH:24]([CH3:26])[CH3:25])([CH:27]([CH3:29])[CH3:28])[CH:21]([CH3:22])[CH3:23])[CH:5]=[CH:6][C:7]=1[F:8]. The yield is 0.990. (7) The reactants are C([NH:8][C@H:9]1[CH2:14][CH2:13][C@H:12]([C:15]2[CH:20]=[CH:19][C:18]([O:21][Si:22]([C:25]([CH3:28])([CH3:27])[CH3:26])([CH3:24])[CH3:23])=[CH:17][C:16]=2[O:29][Si:30]([C:33]([CH3:36])([CH3:35])[CH3:34])([CH3:32])[CH3:31])[CH2:11][CH2:10]1)C1C=CC=CC=1. The catalyst is C(O)C.[Pd]. The product is [Si:30]([O:29][C:16]1[CH:17]=[C:18]([O:21][Si:22]([C:25]([CH3:26])([CH3:27])[CH3:28])([CH3:24])[CH3:23])[CH:19]=[CH:20][C:15]=1[C@H:12]1[CH2:11][CH2:10][C@H:9]([NH2:8])[CH2:14][CH2:13]1)([C:33]([CH3:34])([CH3:35])[CH3:36])([CH3:32])[CH3:31]. The yield is 0.970. (8) The reactants are [CH2:1]([NH:8][C@H:9]([CH2:17][OH:18])[CH2:10][C:11]1[CH:16]=[CH:15][CH:14]=[CH:13][CH:12]=1)[C:2]1[CH:7]=[CH:6][CH:5]=[CH:4][CH:3]=1.CO.[C:21](O[C:21]([O:23][C:24]([CH3:27])([CH3:26])[CH3:25])=[O:22])([O:23][C:24]([CH3:27])([CH3:26])[CH3:25])=[O:22]. The catalyst is C(N(CC)CC)C. The product is [C:24]([O:23][C:21]([N:8]([CH2:1][C:2]1[CH:7]=[CH:6][CH:5]=[CH:4][CH:3]=1)[C@H:9]([CH2:17][OH:18])[CH2:10][C:11]1[CH:16]=[CH:15][CH:14]=[CH:13][CH:12]=1)=[O:22])([CH3:27])([CH3:26])[CH3:25]. The yield is 0.970.